Dataset: Catalyst prediction with 721,799 reactions and 888 catalyst types from USPTO. Task: Predict which catalyst facilitates the given reaction. (1) Reactant: [OH-].[Li+].[C:3]1([CH3:22])[CH:8]=[CH:7][CH:6]=[C:5]([O:9][CH:10]([C:12]2[CH:21]=[CH:20][C:15]([C:16]([O:18]C)=[O:17])=[CH:14][CH:13]=2)[CH3:11])[CH:4]=1. Product: [C:3]1([CH3:22])[CH:8]=[CH:7][CH:6]=[C:5]([O:9][CH:10]([C:12]2[CH:13]=[CH:14][C:15]([C:16]([OH:18])=[O:17])=[CH:20][CH:21]=2)[CH3:11])[CH:4]=1. The catalyst class is: 24. (2) Reactant: [CH3:1][C:2]1[CH:10]=[CH:9][C:5]([C:6]([OH:8])=O)=[CH:4][C:3]=1[N:11]1[C:20](=[O:21])[C:19]2[C:14](=[CH:15][CH:16]=[C:17]([N:22]3[CH2:27][CH2:26][N:25]([CH3:28])[CH2:24][CH2:23]3)[CH:18]=2)[N:13]=[CH:12]1.CN(C=O)C.S(Cl)(Cl)=O.[NH2:38][C:39]1[O:43][N:42]=[CH:41][CH:40]=1. Product: [O:43]1[C:39]([NH:38][C:6](=[O:8])[C:5]2[CH:9]=[CH:10][C:2]([CH3:1])=[C:3]([N:11]3[C:20](=[O:21])[C:19]4[C:14](=[CH:15][CH:16]=[C:17]([N:22]5[CH2:27][CH2:26][N:25]([CH3:28])[CH2:24][CH2:23]5)[CH:18]=4)[N:13]=[CH:12]3)[CH:4]=2)=[CH:40][CH:41]=[N:42]1. The catalyst class is: 202. (3) Product: [F:1][C:2]1[C:7]([O:8][CH2:15][O:16][CH3:17])=[CH:6][CH:5]=[CH:4][N:3]=1. Reactant: [F:1][C:2]1[C:7]([OH:8])=[CH:6][CH:5]=[CH:4][N:3]=1.C(=O)([O-])[O-].[Cs+].[Cs+].[CH3:15][O:16][CH2:17]Cl. The catalyst class is: 783.